Dataset: Catalyst prediction with 721,799 reactions and 888 catalyst types from USPTO. Task: Predict which catalyst facilitates the given reaction. Reactant: [OH:1][C:2]([CH3:40])([CH3:39])[C:3]#[C:4][C:5]1[N:6]=[C:7]([N:10]([C:32]([O:34][C:35]([CH3:38])([CH3:37])[CH3:36])=[O:33])[CH2:11][C@@H:12]([NH:24][C:25](=[O:31])[O:26][C:27]([CH3:30])([CH3:29])[CH3:28])[CH2:13][C:14]2[CH:19]=[CH:18][C:17]([C:20]([F:23])([F:22])[F:21])=[CH:16][CH:15]=2)[S:8][CH:9]=1.C1C(=O)N([Br:48])C(=O)C1. Product: [Br:48][C:9]1[S:8][C:7]([N:10]([C:32]([O:34][C:35]([CH3:38])([CH3:37])[CH3:36])=[O:33])[CH2:11][C@@H:12]([NH:24][C:25](=[O:31])[O:26][C:27]([CH3:30])([CH3:28])[CH3:29])[CH2:13][C:14]2[CH:15]=[CH:16][C:17]([C:20]([F:23])([F:21])[F:22])=[CH:18][CH:19]=2)=[N:6][C:5]=1[C:4]#[C:3][C:2]([OH:1])([CH3:40])[CH3:39]. The catalyst class is: 53.